This data is from Forward reaction prediction with 1.9M reactions from USPTO patents (1976-2016). The task is: Predict the product of the given reaction. (1) Given the reactants [C:1]1([CH3:11])[CH:6]=[CH:5][C:4]([S:7](Cl)(=[O:9])=[O:8])=[CH:3][CH:2]=1.[F:12][C:13]([F:25])([F:24])[C:14]1[CH:15]=[C:16]([CH2:20][CH2:21][CH2:22][OH:23])[CH:17]=[CH:18][CH:19]=1.C(N(CC)CC)C, predict the reaction product. The product is: [F:12][C:13]([F:24])([F:25])[C:14]1[CH:15]=[C:16]([CH2:20][CH2:21][CH2:22][O:23][S:7]([C:4]2[CH:5]=[CH:6][C:1]([CH3:11])=[CH:2][CH:3]=2)(=[O:9])=[O:8])[CH:17]=[CH:18][CH:19]=1. (2) Given the reactants [Cl:1][C:2]1[CH:7]=[CH:6][CH:5]=[C:4]([Cl:8])[N:3]=1.[Li+].CC([N-]C(C)C)C.[CH:17](N1CCCCC1)=[O:18].Cl, predict the reaction product. The product is: [Cl:1][C:2]1[C:7]([CH:17]=[O:18])=[CH:6][CH:5]=[C:4]([Cl:8])[N:3]=1.